This data is from Forward reaction prediction with 1.9M reactions from USPTO patents (1976-2016). The task is: Predict the product of the given reaction. (1) Given the reactants [NH2:1][C@H:2]1[CH2:11][C:10]2[C:5](=[CH:6][CH:7]=[C:8]([C:12]#[N:13])[CH:9]=2)[NH:4][CH2:3]1.[C:14]1([N:20]=[C:21]=[O:22])[CH:19]=[CH:18][CH:17]=[CH:16][CH:15]=1, predict the reaction product. The product is: [C:12]([C:8]1[CH:9]=[C:10]2[C:5](=[CH:6][CH:7]=1)[NH:4][CH2:3][C@@H:2]([NH:1][C:21]([NH:20][C:14]1[CH:19]=[CH:18][CH:17]=[CH:16][CH:15]=1)=[O:22])[CH2:11]2)#[N:13]. (2) Given the reactants C([N:3]([CH2:6][CH3:7])CC)C.[CH3:8][S:9](Cl)(=[O:11])=[O:10].C[S-].[Na+].Cl[C:17]1[CH:18]=[C:19]([CH:24]=[CH:25]C=1)[C:20](OO)=O, predict the reaction product. The product is: [CH3:8][S:9]([CH:24]([C:19]1[CH:20]=[CH:7][C:6]([NH2:3])=[CH:17][CH:18]=1)[CH3:25])(=[O:11])=[O:10]. (3) Given the reactants Br[C:2]1[CH:7]=[CH:6][C:5]([Cl:8])=[C:4]([O:9][CH3:10])[C:3]=1[Cl:11].C([Li])CCC.C([O:20][B:21](OC(C)C)[O:22]C(C)C)(C)C.C(Cl)(=O)C, predict the reaction product. The product is: [Cl:11][C:3]1[C:4]([O:9][CH3:10])=[C:5]([Cl:8])[CH:6]=[CH:7][C:2]=1[B:21]([OH:22])[OH:20]. (4) Given the reactants [C:1]([O:4][C@H:5]1[C@@H:19]([O:20][C:21](=[O:23])[CH3:22])[C@H:18]([O:24][C:25](=[O:27])[CH3:26])[C@@H:17]([CH2:28][O:29][C:30](=[O:32])[CH3:31])[O:16][C@@H:6]1[O:7][C:8]1[CH:13]=[CH:12][C:11](I)=[CH:10][C:9]=1[Cl:15])(=[O:3])[CH3:2].C([O-])([O-])=O.[Cs+].[Cs+].CC(C1C=C(C(C)C)C(C2C=CC=CC=2P(C2CCCCC2)C2CCCCC2)=C(C(C)C)C=1)C.[NH:73]1[C:81]2[C:76](=[CH:77][CH:78]=[CH:79][CH:80]=2)[CH2:75][CH2:74]1, predict the reaction product. The product is: [C:1]([O:4][C@H:5]1[C@@H:19]([O:20][C:21](=[O:23])[CH3:22])[C@H:18]([O:24][C:25](=[O:27])[CH3:26])[C@@H:17]([CH2:28][O:29][C:30](=[O:32])[CH3:31])[O:16][C@@H:6]1[O:7][C:8]1[CH:13]=[CH:12][C:11]([N:73]2[C:81]3[C:76](=[CH:77][CH:78]=[CH:79][CH:80]=3)[CH2:75][CH2:74]2)=[CH:10][C:9]=1[Cl:15])(=[O:3])[CH3:2].